This data is from Full USPTO retrosynthesis dataset with 1.9M reactions from patents (1976-2016). The task is: Predict the reactants needed to synthesize the given product. Given the product [N:1]1[CH:6]=[CH:5][CH:4]=[C:3]([C:7]2[CH:11]=[C:10]([C:12]([F:15])([F:13])[F:14])[N:9]([C:16]3[N:21]=[N:20][C:19]([NH2:22])=[CH:18][CH:17]=3)[N:8]=2)[CH:2]=1.[CH3:32][C:33]1[O:34][C:35]([C:38]2[CH:39]=[C:40]([CH:44]=[CH:45][CH:46]=2)[C:41]([NH:22][C:19]2[N:20]=[N:21][C:16]([N:9]3[C:10]([C:12]([F:15])([F:13])[F:14])=[CH:11][C:7]([C:3]4[CH:2]=[N:1][CH:6]=[CH:5][CH:4]=4)=[N:8]3)=[CH:17][CH:18]=2)=[O:42])=[CH:36][N:37]=1, predict the reactants needed to synthesize it. The reactants are: [N:1]1[CH:6]=[CH:5][CH:4]=[C:3]([C:7]2[CH:11]=[C:10]([C:12]([F:15])([F:14])[F:13])[N:9]([C:16]3[N:21]=[N:20][C:19]([NH2:22])=[CH:18][CH:17]=3)[N:8]=2)[CH:2]=1.C(N(CC)C(C)C)(C)C.[CH3:32][C:33]1[O:34][C:35]([C:38]2[CH:39]=[C:40]([CH:44]=[CH:45][CH:46]=2)[C:41](Cl)=[O:42])=[CH:36][N:37]=1.C(=O)(O)[O-].[Na+].